This data is from Reaction yield outcomes from USPTO patents with 853,638 reactions. The task is: Predict the reaction yield, written as a fraction of the theoretical maximum amount of product (1.0 means a 100% yield; for example, 0.34 means a 34% yield). The reactants are C([O:5][C:6]([C:8]1([CH2:11][CH2:12][CH2:13][CH2:14][CH2:15][C:16](=[O:30])[CH2:17][CH2:18][CH2:19][CH2:20][CH2:21][C:22]([CH3:29])([CH3:28])[C:23]([O:25]CC)=[O:24])[CH2:10][CH2:9]1)=[O:7])(C)(C)C.[OH-].[Na+]. The catalyst is C(O)=O.CCO.O. The product is [C:6]([C:8]1([CH2:11][CH2:12][CH2:13][CH2:14][CH2:15][C:16](=[O:30])[CH2:17][CH2:18][CH2:19][CH2:20][CH2:21][C:22]([CH3:28])([CH3:29])[C:23]([OH:25])=[O:24])[CH2:10][CH2:9]1)([OH:7])=[O:5]. The yield is 0.570.